This data is from Full USPTO retrosynthesis dataset with 1.9M reactions from patents (1976-2016). The task is: Predict the reactants needed to synthesize the given product. (1) Given the product [CH:1]1([C:8]2[CH:17]=[CH:16][C:11]([C:12]([O:14][CH3:15])=[O:13])=[C:10]([CH2:18][CH3:19])[CH:9]=2)[CH2:4][CH2:3][CH2:2]1, predict the reactants needed to synthesize it. The reactants are: [CH:1]1([Mg]Br)[CH2:4][CH2:3][CH2:2]1.Br[C:8]1[CH:17]=[CH:16][C:11]([C:12]([O:14][CH3:15])=[O:13])=[C:10]([CH2:18][CH3:19])[CH:9]=1. (2) Given the product [Si:38]([O:14][CH2:13][C@H:11]([NH:10][C:16]1[CH:17]=[C:18]([NH2:32])[N:19]=[C:20]([S:22][CH2:23][C:24]2[CH:29]=[CH:28][CH:27]=[C:26]([Cl:30])[C:25]=2[F:31])[N:21]=1)[CH3:12])([C:41]([CH3:44])([CH3:43])[CH3:42])([CH3:40])[CH3:39], predict the reactants needed to synthesize it. The reactants are: C(N(CC)C(C)C)(C)C.[NH2:10][C@@H:11]([CH2:13][OH:14])[CH3:12].Cl[C:16]1[N:21]=[C:20]([S:22][CH2:23][C:24]2[CH:29]=[CH:28][CH:27]=[C:26]([Cl:30])[C:25]=2[F:31])[N:19]=[C:18]([NH2:32])[CH:17]=1.N1C=CN=C1.[Si:38](Cl)([C:41]([CH3:44])([CH3:43])[CH3:42])([CH3:40])[CH3:39]. (3) Given the product [CH3:13][C:12]1[CH:11]=[CH:10][C:5]2[C:3](=[C:2]([CH3:1])[CH:8]=[CH:7][C:6]=2[CH3:9])[N:4]=1, predict the reactants needed to synthesize it. The reactants are: [CH3:1][C:2]1[CH:8]=[CH:7][C:6]([CH3:9])=[CH:5][C:3]=1[NH2:4].[CH:10](=O)/[CH:11]=[CH:12]/[CH3:13].